From a dataset of Forward reaction prediction with 1.9M reactions from USPTO patents (1976-2016). Predict the product of the given reaction. (1) Given the reactants [C:1]1([C:7](C2C=CC=CC=2)=[N:8][NH:9][C:10]2[C:15]3[O:16][C:17]4[CH2:22][CH2:21][N:20](C(OC(C)(C)C)=O)[CH2:19][C:18]=4[C:14]=3[CH:13]=[C:12]([S:30]([C:33]3[CH:38]=[CH:37][CH:36]=[CH:35][CH:34]=3)(=[O:32])=[O:31])[CH:11]=2)[CH:6]=CC=CC=1.COC(OC)CC(OC)OC.Cl, predict the reaction product. The product is: [C:33]1([S:30]([C:12]2[CH:11]=[C:10]([N:9]3[CH:6]=[CH:1][CH:7]=[N:8]3)[C:15]3[O:16][C:17]4[CH2:22][CH2:21][NH:20][CH2:19][C:18]=4[C:14]=3[CH:13]=2)(=[O:31])=[O:32])[CH:38]=[CH:37][CH:36]=[CH:35][CH:34]=1. (2) Given the reactants [Cl:1][C:2]1[C:3]([N:12]2[CH2:17][CH2:16][N:15]([CH2:18][C:19]3[CH:20]=[N:21][CH:22]=[CH:23][CH:24]=3)[CH2:14][CH2:13]2)=[C:4]([N+:9]([O-])=O)[C:5]([NH2:8])=[N:6][CH:7]=1.CCO.[N:28]1([CH2:34][C:35]2[CH:42]=[CH:41][C:38]([CH:39]=O)=[CH:37][CH:36]=2)[CH2:33][CH2:32][O:31][CH2:30][CH2:29]1.[O-]S(S([O-])=O)=O.[Na+].[Na+], predict the reaction product. The product is: [Cl:1][C:2]1[C:3]([N:12]2[CH2:17][CH2:16][N:15]([CH2:18][C:19]3[CH:20]=[N:21][CH:22]=[CH:23][CH:24]=3)[CH2:14][CH2:13]2)=[C:4]2[N:9]=[C:39]([C:38]3[CH:37]=[CH:36][C:35]([CH2:34][N:28]4[CH2:33][CH2:32][O:31][CH2:30][CH2:29]4)=[CH:42][CH:41]=3)[NH:8][C:5]2=[N:6][CH:7]=1.